The task is: Regression/Classification. Given a drug SMILES string, predict its absorption, distribution, metabolism, or excretion properties. Task type varies by dataset: regression for continuous measurements (e.g., permeability, clearance, half-life) or binary classification for categorical outcomes (e.g., BBB penetration, CYP inhibition). Dataset: cyp1a2_veith.. This data is from CYP1A2 inhibition data for predicting drug metabolism from PubChem BioAssay. (1) The drug is CC(=O)Nc1ccc(S(=O)(=O)N2CCN(c3nc(NC4CCCC4)c4ccccc4n3)CC2)cc1. The result is 0 (non-inhibitor). (2) The result is 1 (inhibitor). The compound is N#CC(C#N)=Cc1ccc(O)c(O)c1.